From a dataset of Full USPTO retrosynthesis dataset with 1.9M reactions from patents (1976-2016). Predict the reactants needed to synthesize the given product. Given the product [NH2:34][C@H:35]([C:41]([OH:43])=[O:42])[CH2:36][CH2:37][CH2:38][CH2:39][NH2:40].[Cl:1][C:2]1[C:10]2[CH:9]=[C:8]([O:11][CH2:12][C:13]3[CH:18]=[CH:17][C:16]([O:19][CH:20]([CH3:22])[CH3:21])=[C:15]([C:23]([F:24])([F:25])[F:26])[CH:14]=3)[CH:7]=[CH:6][C:5]=2[N:4]2[CH2:27][CH2:28][C@H:29]([CH2:30][C:31]([OH:33])=[O:32])[C:3]=12, predict the reactants needed to synthesize it. The reactants are: [Cl:1][C:2]1[C:10]2[CH:9]=[C:8]([O:11][CH2:12][C:13]3[CH:18]=[CH:17][C:16]([O:19][CH:20]([CH3:22])[CH3:21])=[C:15]([C:23]([F:26])([F:25])[F:24])[CH:14]=3)[CH:7]=[CH:6][C:5]=2[N:4]2[CH2:27][CH2:28][C@H:29]([CH2:30][C:31]([OH:33])=[O:32])[C:3]=12.[NH2:34][C@H:35]([C:41]([OH:43])=[O:42])[CH2:36][CH2:37][CH2:38][CH2:39][NH2:40].